Dataset: Reaction yield outcomes from USPTO patents with 853,638 reactions. Task: Predict the reaction yield, written as a fraction of the theoretical maximum amount of product (1.0 means a 100% yield; for example, 0.34 means a 34% yield). The reactants are [N+:1]([C:4]1[CH:9]=[CH:8][C:7]([CH2:10][NH2:11])=[CH:6][CH:5]=1)([O-:3])=[O:2].[CH2:12]([S:14](Cl)(=[O:16])=[O:15])[CH3:13]. The catalyst is N1C=CC=CC=1. The product is [N+:1]([C:4]1[CH:5]=[CH:6][C:7]([CH2:10][NH:11][S:14]([CH2:12][CH3:13])(=[O:16])=[O:15])=[CH:8][CH:9]=1)([O-:3])=[O:2]. The yield is 0.680.